This data is from Reaction yield outcomes from USPTO patents with 853,638 reactions. The task is: Predict the reaction yield, written as a fraction of the theoretical maximum amount of product (1.0 means a 100% yield; for example, 0.34 means a 34% yield). (1) The reactants are [CH2:1]([O:8][N:9]=[C:10]([C:12]1[C:13]([O:19][CH2:20][CH3:21])=[N:14][N:15]([CH3:18])[C:16]=1[OH:17])[CH3:11])[C:2]1[CH:7]=[CH:6][CH:5]=[CH:4][CH:3]=1.[OH:22][NH:23]S(C1C=CC=CC=1S(C)(=O)=O)(=O)=O.C(=O)([O-])[O-].[K+].[K+].C(CN(CC(O)=O)CCN(CCN(CC(O)=O)CC(O)=O)CC(O)=O)(O)=O. The catalyst is C(O)C.O. The product is [CH2:1]([O:8][N:9]=[C:10]([C:12]1([NH:23][OH:22])[C:16](=[O:17])[N:15]([CH3:18])[N:14]=[C:13]1[O:19][CH2:20][CH3:21])[CH3:11])[C:2]1[CH:7]=[CH:6][CH:5]=[CH:4][CH:3]=1. The yield is 0.300. (2) The reactants are [N+:1]([C:4]1[CH:5]=[C:6]([OH:14])[CH:7]=[C:8]([C:10]([F:13])([F:12])[F:11])[CH:9]=1)([O-:3])=[O:2].Br[CH2:16][CH2:17][O:18][CH3:19]. No catalyst specified. The product is [CH3:19][O:18][CH2:17][CH2:16][O:14][C:6]1[CH:7]=[C:8]([C:10]([F:11])([F:12])[F:13])[CH:9]=[C:4]([N+:1]([O-:3])=[O:2])[CH:5]=1. The yield is 0.460.